This data is from Full USPTO retrosynthesis dataset with 1.9M reactions from patents (1976-2016). The task is: Predict the reactants needed to synthesize the given product. (1) Given the product [CH2:24]([O:23][C:21](=[O:22])[CH:20]([O:19][CH2:17][CH3:18])[CH:12]([C:11]1[CH:14]=[CH:15][CH:16]=[C:9]([O:8][CH2:1][C:2]2[CH:3]=[CH:4][CH:5]=[CH:6][CH:7]=2)[CH:10]=1)[OH:13])[CH3:25], predict the reactants needed to synthesize it. The reactants are: [CH2:1]([O:8][C:9]1[CH:10]=[C:11]([CH:14]=[CH:15][CH:16]=1)[CH:12]=[O:13])[C:2]1[CH:7]=[CH:6][CH:5]=[CH:4][CH:3]=1.[CH2:17]([O:19][CH2:20][C:21]([O:23][CH2:24][CH3:25])=[O:22])[CH3:18].COC(=O)C(OC)C(C1C=CC=C(OCC2C=CC=CC=2)C=1)O. (2) Given the product [ClH:24].[N:1]12[CH2:7][CH2:6][CH:5]([CH2:8][CH2:9]1)[N:4]([C:10]1[N:15]=[CH:14][C:13]([NH:16][C:22](=[O:23])[C:21]3[CH:25]=[CH:26][CH:27]=[C:19]([C:17]#[N:18])[CH:20]=3)=[CH:12][CH:11]=1)[CH2:3][CH2:2]2, predict the reactants needed to synthesize it. The reactants are: [N:1]12[CH2:9][CH2:8][CH:5]([CH2:6][CH2:7]1)[N:4]([C:10]1[N:15]=[CH:14][C:13]([NH2:16])=[CH:12][CH:11]=1)[CH2:3][CH2:2]2.[C:17]([C:19]1[CH:20]=[C:21]([CH:25]=[CH:26][CH:27]=1)[C:22]([Cl:24])=[O:23])#[N:18]. (3) Given the product [NH2:23][C:22]1[C:17]([C:16]([NH:15][C:6]2([C:4]([OH:5])=[O:3])[CH2:7][C:8]3[C:13](=[CH:12][CH:11]=[CH:10][CH:9]=3)[CH2:14]2)=[O:29])=[C:18]([CH:25]=[C:26]([CH3:27])[CH3:28])[C:19]([CH3:24])=[CH:20][CH:21]=1, predict the reactants needed to synthesize it. The reactants are: C([O:3][C:4]([C:6]1([NH:15][C:16](=[O:29])[C:17]2[C:22]([NH2:23])=[CH:21][CH:20]=[C:19]([CH3:24])[C:18]=2[CH:25]=[C:26]([CH3:28])[CH3:27])[CH2:14][C:13]2[C:8](=[CH:9][CH:10]=[CH:11][CH:12]=2)[CH2:7]1)=[O:5])C.[OH-].[K+].O. (4) Given the product [Br:1][C:2]1[CH:3]=[C:4]([C:11]([O:13][CH2:14][CH3:15])=[O:12])[C:5]2[CH:10]=[N:9][N:8]([CH:23]3[CH2:26][O:25][CH2:24]3)[C:6]=2[N:7]=1, predict the reactants needed to synthesize it. The reactants are: [Br:1][C:2]1[CH:3]=[C:4]([C:11]([O:13][CH2:14][CH3:15])=[O:12])[C:5]2[CH:10]=[N:9][NH:8][C:6]=2[N:7]=1.C([O-])([O-])=O.[K+].[K+].Br[CH:23]1[CH2:26][O:25][CH2:24]1. (5) The reactants are: Br[C:2]1[CH:3]=[C:4]2[C:9]([NH:10][C@@H:11]3[CH2:15][CH2:14][CH2:13][C:12]3([CH3:17])[CH3:16])=[C:8]([C:18]([NH2:20])=[O:19])[CH:7]=[N:6][N:5]2[CH:21]=1.[NH:22]1[CH2:26][CH2:25][CH2:24][C:23]1=[O:27]. Given the product [CH3:16][C:12]1([CH3:17])[CH2:13][CH2:14][CH2:15][C@H:11]1[NH:10][C:9]1[C:4]2[N:5]([CH:21]=[C:2]([N:22]3[CH2:26][CH2:25][CH2:24][C:23]3=[O:27])[CH:3]=2)[N:6]=[CH:7][C:8]=1[C:18]([NH2:20])=[O:19], predict the reactants needed to synthesize it. (6) Given the product [F:3][C:4]1[CH:13]=[C:12]2[C:7]([CH:8]=[CH:9][N:10]([CH3:15])[C:11]2=[O:14])=[CH:6][CH:5]=1, predict the reactants needed to synthesize it. The reactants are: [H-].[Na+].[F:3][C:4]1[CH:13]=[C:12]2[C:7]([CH:8]=[CH:9][NH:10][C:11]2=[O:14])=[CH:6][CH:5]=1.[CH3:15]I.[NH4+].[Cl-]. (7) Given the product [CH3:36][O:35][C:33]([C:32]1[N:21]=[CH:20][C:7]2[C:8](=[O:19])[N:9]([CH2:12][C:13]3[CH:18]=[CH:17][CH:16]=[CH:15][CH:14]=3)[CH:10]=[CH:11][C:6]=2[C:4]=1[OH:3])=[O:34], predict the reactants needed to synthesize it. The reactants are: C([O:3][C:4]([C:6]1[CH:11]=[CH:10][N:9]([CH2:12][C:13]2[CH:18]=[CH:17][CH:16]=[CH:15][CH:14]=2)[C:8](=[O:19])[C:7]=1[CH2:20][N:21]([CH2:32][C:33]([O:35][CH3:36])=[O:34])S(C1C=CC(C)=CC=1)(=O)=O)=O)C.C[O-].[Na+].Cl. (8) Given the product [F:1][C:2]1[CH:3]=[C:4]([C@@H:12]([OH:18])[CH2:14][O:13][CH3:19])[CH:5]=[CH:6][C:7]=1[C:8]([F:9])([F:10])[F:11], predict the reactants needed to synthesize it. The reactants are: [F:1][C:2]1[CH:3]=[C:4]([C@@H:12]2[CH2:14][O:13]2)[CH:5]=[CH:6][C:7]=1[C:8]([F:11])([F:10])[F:9].C[O-].[Na+].[OH2:18].[CH3:19]O. (9) Given the product [CH3:9][S:10][C:11]([NH:1][C:2]1[CH:7]=[CH:6][C:5]([CH3:8])=[CH:4][CH:3]=1)=[CH:12][N+:13]([O-:15])=[O:14], predict the reactants needed to synthesize it. The reactants are: [NH2:1][C:2]1[CH:7]=[CH:6][C:5]([CH3:8])=[CH:4][CH:3]=1.[CH3:9][S:10][C:11](SC)=[CH:12][N+:13]([O-:15])=[O:14]. (10) Given the product [NH2:20][CH:17]1[CH2:16][CH2:15][N:14]([CH2:13][CH2:12][N:7]2[C:6]3[CH:28]=[C:2]([F:1])[CH:3]=[C:4]([F:29])[C:5]=3[O:10][CH2:9][C:8]2=[O:11])[CH2:19][CH2:18]1, predict the reactants needed to synthesize it. The reactants are: [F:1][C:2]1[CH:3]=[C:4]([F:29])[C:5]2[O:10][CH2:9][C:8](=[O:11])[N:7]([CH2:12][CH2:13][N:14]3[CH2:19][CH2:18][CH:17]([NH:20]C(=O)OC(C)(C)C)[CH2:16][CH2:15]3)[C:6]=2[CH:28]=1.NC1CCN(CCN2C3C(=CC=C(C#N)C=3)C=CC2=O)CC1.